This data is from Forward reaction prediction with 1.9M reactions from USPTO patents (1976-2016). The task is: Predict the product of the given reaction. (1) The product is: [CH2:28]([NH:32][C:33]1[N:41]=[C:40]2[C:36]([N:37]=[C:38]([O:46][CH3:47])[N:39]2[CH2:42][CH2:43][CH2:44][N:55]2[CH2:56][CH2:57][N:52]([CH:50]([CH3:51])[CH3:49])[CH2:53][CH2:54]2)=[C:35]([NH2:48])[N:34]=1)[CH2:29][CH2:30][CH3:31]. Given the reactants C(NC1N=C2C(N=C(OC)N2CCCN2CCN(C)CC2)=C(N)N=1)CCC.[CH2:28]([NH:32][C:33]1[N:41]=[C:40]2[C:36]([N:37]=[C:38]([O:46][CH3:47])[N:39]2[CH2:42][CH2:43][CH2:44]Cl)=[C:35]([NH2:48])[N:34]=1)[CH2:29][CH2:30][CH3:31].[CH3:49][CH:50]([N:52]1[CH2:57][CH2:56][NH:55][CH2:54][CH2:53]1)[CH3:51], predict the reaction product. (2) Given the reactants [NH2:1][C:2]1[N:7]=[CH:6][N:5]=[C:4]2[N:8]([CH:12]([C:14]3[O:15][C:16]4[C:21]([C:22](=[O:31])[C:23]=3[C:24]3[CH:29]=[CH:28][CH:27]=[C:26]([F:30])[CH:25]=3)=[CH:20][CH:19]=[CH:18][CH:17]=4)C)[N:9]=[C:10](I)[C:3]=12.C([N:39]1[C:47]2[C:42](=[CH:43][CH:44]=[C:45](B3OC(C)(C)C(C)(C)O3)[CH:46]=2)[C:41]([CH3:57])=[N:40]1)(OC(C)(C)C)=O.C(=O)([O-])[O-].[Na+].[Na+].ClCCl, predict the reaction product. The product is: [NH2:1][C:2]1[N:7]=[CH:6][N:5]=[C:4]2[N:8]([CH2:12][C:14]3[O:15][C:16]4[C:21]([C:22](=[O:31])[C:23]=3[C:24]3[CH:29]=[CH:28][CH:27]=[C:26]([F:30])[CH:25]=3)=[CH:20][CH:19]=[CH:18][CH:17]=4)[N:9]=[C:10]([C:45]3[CH:46]=[C:47]4[C:42]([C:41]([CH3:57])=[N:40][NH:39]4)=[CH:43][CH:44]=3)[C:3]=12. (3) Given the reactants Br[CH:2]([CH3:14])[C:3]([C:5]1[CH:10]=[CH:9][C:8]([O:11][CH3:12])=[CH:7][C:6]=1[Cl:13])=O.[CH3:15][O:16][C:17]1[CH:22]=[CH:21][C:20]([C:23]([OH:25])=[O:24])=[CH:19][C:18]=1[N:26]([CH2:30][CH2:31][CH3:32])[C:27]([NH2:29])=[S:28], predict the reaction product. The product is: [Cl:13][C:6]1[CH:7]=[C:8]([O:11][CH3:12])[CH:9]=[CH:10][C:5]=1[C:3]1[N:29]=[C:27]([N:26]([C:18]2[CH:19]=[C:20]([C:23]([OH:25])=[O:24])[CH:21]=[CH:22][C:17]=2[O:16][CH3:15])[CH2:30][CH2:31][CH3:32])[S:28][C:2]=1[CH3:14]. (4) Given the reactants [Br:1][C:2]1[C:7]([OH:8])=[CH:6][CH:5]=[CH:4][N:3]=1.C(=O)([O-])[O-].[K+].[K+].Cl.Cl[CH2:17][C:18]1[CH:23]=[C:22]([CH3:24])[CH:21]=[CH:20][N:19]=1, predict the reaction product. The product is: [Br:1][C:2]1[C:7]([O:8][CH2:17][C:18]2[CH:23]=[C:22]([CH3:24])[CH:21]=[CH:20][N:19]=2)=[CH:6][CH:5]=[CH:4][N:3]=1. (5) Given the reactants C[O:2][C:3]([C@@H:5]1[CH2:9][C@@H:8]([O:10][C:11]2[C:20]3[C:15](=[CH:16][C:17]([O:21][CH3:22])=[CH:18][CH:19]=3)[N:14]=[C:13]([N:23]3[CH:27]=[CH:26][CH:25]=[N:24]3)[CH:12]=2)[CH2:7][N:6]1[C:28](=[O:42])[C@@H:29]([NH:34][C:35]([NH:37][C:38]([CH3:41])([CH3:40])[CH3:39])=[O:36])[C:30]([CH3:33])([CH3:32])[CH3:31])=[O:4].[CH3:43]O.[OH-].[Na+], predict the reaction product. The product is: [CH3:43][C@@:5]1([C:3]([OH:2])=[O:4])[CH2:9][C@@H:8]([O:10][C:11]2[C:20]3[C:15](=[CH:16][C:17]([O:21][CH3:22])=[CH:18][CH:19]=3)[N:14]=[C:13]([N:23]3[CH:27]=[CH:26][CH:25]=[N:24]3)[CH:12]=2)[CH2:7][N:6]1[C:28](=[O:42])[C@@H:29]([NH:34][C:35]([NH:37][C:38]([CH3:40])([CH3:41])[CH3:39])=[O:36])[C:30]([CH3:32])([CH3:31])[CH3:33]. (6) Given the reactants Br[C:2]1[CH:3]=[C:4]2[C:26]([C:27]3([C:40]4[CH:39]=[CH:38][CH:37]=[CH:36][C:35]=4[C:34]4[C:29]3=[CH:30][CH:31]=[CH:32][CH:33]=4)[CH:28]=1)=[C:7]1[CH:8]=[C:9]3[C:22](=[CH:23][C:6]1=[CH:5]2)[C:21]1[C:16](=[CH:17][CH:18]=[CH:19][CH:20]=1)[C:15]1[C:10]3=[CH:11][CH:12]=[C:13]([O:24][CH3:25])[CH:14]=1.[B:50]1([B:50]2[O:54][C:53]([CH3:56])([CH3:55])[C:52]([CH3:58])([CH3:57])[O:51]2)[O:54][C:53]([CH3:56])([CH3:55])[C:52]([CH3:58])([CH3:57])[O:51]1.C([O-])(=O)C.[K+], predict the reaction product. The product is: [CH3:25][O:24][C:13]1[CH:14]=[C:15]2[C:10](=[CH:11][CH:12]=1)[C:9]1[C:22](=[CH:23][C:6]3[C:7](=[C:26]4[C:4]([CH:5]=3)=[CH:3][C:2]([B:50]3[O:51][C:52]([CH3:57])([CH3:58])[C:53]([CH3:55])([CH3:56])[O:54]3)=[CH:28][C:27]34[C:29]4[CH:30]=[CH:31][CH:32]=[CH:33][C:34]=4[C:35]4[C:40]3=[CH:39][CH:38]=[CH:37][CH:36]=4)[CH:8]=1)[C:21]1[C:16]2=[CH:17][CH:18]=[CH:19][CH:20]=1. (7) The product is: [ClH:20].[CH2:1]([O:8][C:9]1[CH:16]=[C:13]([NH:14][CH3:15])[C:12]([NH2:17])=[CH:11][CH:10]=1)[C:2]1[CH:3]=[CH:4][CH:5]=[CH:6][CH:7]=1. Given the reactants [CH2:1]([O:8][C:9]1[CH:10]=[CH:11][C:12]([N+:17]([O-])=O)=[C:13]([CH:16]=1)[NH:14][CH3:15])[C:2]1[CH:7]=[CH:6][CH:5]=[CH:4][CH:3]=1.[ClH:20], predict the reaction product. (8) Given the reactants [CH3:1][C:2]([CH3:4])=O.[C:5]([C:9]1[CH2:13][CH:12]=[CH:11][CH:10]=1)([CH3:8])([CH3:7])[CH3:6].N1CCCC1.C(O)(=O)C, predict the reaction product. The product is: [C:5]([C:9]1[CH:13]=[CH:12][C:11](=[C:2]([CH3:4])[CH3:1])[CH:10]=1)([CH3:8])([CH3:7])[CH3:6].